This data is from Reaction yield outcomes from USPTO patents with 853,638 reactions. The task is: Predict the reaction yield, written as a fraction of the theoretical maximum amount of product (1.0 means a 100% yield; for example, 0.34 means a 34% yield). (1) The reactants are [C:1]([NH:4][NH:5][C:6]([C:8]1[S:9][CH:10]=[CH:11][C:12]=1[NH:13][C:14](=[O:24])[CH2:15][C:16]1[CH:21]=[CH:20][C:19]([O:22][CH3:23])=[CH:18][CH:17]=1)=[O:7])(=O)[CH3:2].C(N(C(C)C)CC)(C)C.C1(P(C2C=CC=CC=2)C2C=CC=CC=2)C=CC=CC=1.ClC(Cl)(Cl)C(Cl)(Cl)Cl. The catalyst is C(#N)C. The product is [CH3:23][O:22][C:19]1[CH:20]=[CH:21][C:16]([CH2:15][C:14]([NH:13][C:12]2[CH:11]=[CH:10][S:9][C:8]=2[C:6]2[O:7][C:1]([CH3:2])=[N:4][N:5]=2)=[O:24])=[CH:17][CH:18]=1. The yield is 0.0900. (2) The reactants are [O:1]([C:8]1[CH:13]=[CH:12][C:11]([NH:14][C:15](=[S:17])[CH3:16])=[CH:10][CH:9]=1)[C:2]1[CH:7]=[CH:6][CH:5]=[CH:4][CH:3]=1.BrBr. The catalyst is C(Cl)Cl. The product is [CH3:16][C:15]1[S:17][C:10]2[CH:9]=[C:8]([O:1][C:2]3[CH:3]=[CH:4][CH:5]=[CH:6][CH:7]=3)[CH:13]=[CH:12][C:11]=2[N:14]=1. The yield is 0.103. (3) The reactants are CC1C=C(N2CCN(CC3C=CC(C(F)(F)F)=CC=3)C2=O)SC=1C(OCC)=O.[CH3:29][C:30]1[N:31]=[C:32]([N:40]2[CH2:44][CH2:43][N:42]([CH2:45][C:46]3[CH:50]=[C:49]([CH3:51])[O:48][N:47]=3)[C:41]2=[O:52])[S:33][C:34]=1[C:35]([O:37]CC)=[O:36]. No catalyst specified. The product is [CH3:29][C:30]1[N:31]=[C:32]([N:40]2[CH2:44][CH2:43][N:42]([CH2:45][C:46]3[CH:50]=[C:49]([CH3:51])[O:48][N:47]=3)[C:41]2=[O:52])[S:33][C:34]=1[C:35]([OH:37])=[O:36]. The yield is 0.850. (4) The reactants are [Cl:1][C:2]1[CH:3]=[CH:4][C:5]([C:8]([NH:10][C:11]2[CH:16]=[CH:15][C:14]([F:17])=[C:13]([CH2:18][OH:19])[CH:12]=2)=[O:9])=[N:6][CH:7]=1.C1C=C[NH+]=CC=1.[O-][Cr](Cl)(=O)=O. The catalyst is C(Cl)Cl. The product is [Cl:1][C:2]1[CH:3]=[CH:4][C:5]([C:8]([NH:10][C:11]2[CH:16]=[CH:15][C:14]([F:17])=[C:13]([CH:18]=[O:19])[CH:12]=2)=[O:9])=[N:6][CH:7]=1. The yield is 0.880. (5) The reactants are [CH2:1]([N:8]1[C:12](=[O:13])[CH2:11][CH2:10][C@@H:9]1[C:14]([NH:16][CH:17]([CH2:23][C:24]1[CH:29]=[CH:28][CH:27]=[CH:26][CH:25]=1)[CH:18]([OH:22])[C:19](O)=[O:20])=[O:15])[C:2]1[CH:7]=[CH:6][CH:5]=[CH:4][CH:3]=1.[N:30]1[CH:35]=[CH:34][CH:33]=[CH:32][C:31]=1[CH2:36][NH2:37].O.ON1C2C=CC=CC=2N=N1.C(Cl)CCl.C(N(CC)CC)C. The catalyst is ClCCl. The product is [CH2:1]([N:8]1[C:12](=[O:13])[CH2:11][CH2:10][C@@H:9]1[C:14]([NH:16][CH:17]([CH:18]([OH:22])[C:19](=[O:20])[NH:37][CH2:36][C:31]1[CH:32]=[CH:33][CH:34]=[CH:35][N:30]=1)[CH2:23][C:24]1[CH:25]=[CH:26][CH:27]=[CH:28][CH:29]=1)=[O:15])[C:2]1[CH:3]=[CH:4][CH:5]=[CH:6][CH:7]=1. The yield is 0.340.